Task: Predict the reaction yield, written as a fraction of the theoretical maximum amount of product (1.0 means a 100% yield; for example, 0.34 means a 34% yield).. Dataset: Reaction yield outcomes from USPTO patents with 853,638 reactions (1) The reactants are O=[C:2]1[CH2:20][C:4]2([CH2:7][CH:6]([CH2:8][NH:9]C(=O)OCC3C=CC=CC=3)[CH2:5]2)[CH2:3]1.O.NN.[OH-].[Na+]. The catalyst is C(O)COCCOCCO. The product is [CH2:5]1[C:4]2([CH2:20][CH2:2][CH2:3]2)[CH2:7][CH:6]1[CH2:8][NH2:9]. The yield is 0.730. (2) The catalyst is CS(C)=O.O. The yield is 0.510. The reactants are [Br:1][C:2]1[CH:11]=[C:10]2[C:5]([NH:6][C@@H:7]([CH3:21])[CH2:8][N:9]2[C:12]([C:14]2[CH:19]=[CH:18][CH:17]=[CH:16][C:15]=2F)=S)=[CH:4][CH:3]=1.[NH2:22][OH:23].C(=O)([O-])[O-].[K+].[K+]. The product is [Br:1][C:2]1[CH:11]=[C:10]2[C:5]([NH:6][C@@H:7]([CH3:21])[CH2:8][N:9]2[C:12]2[C:14]3[CH:19]=[CH:18][CH:17]=[CH:16][C:15]=3[O:23][N:22]=2)=[CH:4][CH:3]=1. (3) The reactants are [ClH:1].O1CCOCC1.C(OC([NH:15][C@@H:16]([CH:50]([CH3:52])[CH3:51])[C:17]([O:19][CH2:20][CH2:21][O:22][C:23]1[CH:32]=[C:31]2[C:26]([C:27]([NH:33][C:34]3[CH:35]=[CH:36][C:37]4[S:41][CH:40]=[N:39][C:38]=4[CH:42]=3)=[N:28][CH:29]=[N:30]2)=[CH:25][C:24]=1[S:43]([C:46]([CH3:49])([CH3:48])[CH3:47])(=[O:45])=[O:44])=[O:18])=O)(C)(C)C. No catalyst specified. The product is [ClH:1].[ClH:1].[NH2:15][C@@H:16]([CH:50]([CH3:52])[CH3:51])[C:17]([O:19][CH2:20][CH2:21][O:22][C:23]1[CH:32]=[C:31]2[C:26]([C:27]([NH:33][C:34]3[CH:35]=[CH:36][C:37]4[S:41][CH:40]=[N:39][C:38]=4[CH:42]=3)=[N:28][CH:29]=[N:30]2)=[CH:25][C:24]=1[S:43]([C:46]([CH3:48])([CH3:47])[CH3:49])(=[O:44])=[O:45])=[O:18]. The yield is 0.890.